This data is from Full USPTO retrosynthesis dataset with 1.9M reactions from patents (1976-2016). The task is: Predict the reactants needed to synthesize the given product. (1) Given the product [Cl:19][C:14]1[C:7]2[N:8]=[C:9]([S:12][CH3:13])[N:10]=[CH:11][C:6]=2[CH:5]=[C:4]([CH:1]2[CH2:3][CH2:2]2)[N:15]=1, predict the reactants needed to synthesize it. The reactants are: [CH:1]1([C:4]2[NH:15][C:14](=O)[C:7]3[N:8]=[C:9]([S:12][CH3:13])[N:10]=[CH:11][C:6]=3[CH:5]=2)[CH2:3][CH2:2]1.P(Cl)(Cl)([Cl:19])=O. (2) Given the product [F:3][C:4]1[C:9]([F:10])=[CH:8][CH:7]=[CH:6][C:5]=1[C@H:11]1[CH2:17][N:16]([CH2:33][C:34]([F:37])([F:36])[F:35])[C:15](=[S:18])[C@H:14]([NH:19][C:20](=[O:26])[O:21][C:22]([CH3:23])([CH3:25])[CH3:24])[CH2:13][CH2:12]1, predict the reactants needed to synthesize it. The reactants are: [H-].[Na+].[F:3][C:4]1[C:9]([F:10])=[CH:8][CH:7]=[CH:6][C:5]=1[C@H:11]1[CH2:17][NH:16][C:15](=[S:18])[C@H:14]([NH:19][C:20](=[O:26])[O:21][C:22]([CH3:25])([CH3:24])[CH3:23])[CH2:13][CH2:12]1.FC(F)(F)S(O[CH2:33][C:34]([F:37])([F:36])[F:35])(=O)=O.O.